Predict the reactants needed to synthesize the given product. From a dataset of Full USPTO retrosynthesis dataset with 1.9M reactions from patents (1976-2016). (1) Given the product [C:19]([C:18]([N:14]1[CH2:13][CH2:12][N:11]([C:4]([O:6][C:7]([CH3:10])([CH3:9])[CH3:8])=[O:5])[CH2:16][CH2:15]1)([CH3:28])[CH3:23])#[N:2], predict the reactants needed to synthesize it. The reactants are: [C-]#[N:2].[K+].[C:4]([N:11]1[CH2:16][CH2:15][NH:14][CH2:13][CH2:12]1)([O:6][C:7]([CH3:10])([CH3:9])[CH3:8])=[O:5].O.[C:18]1([CH3:28])[CH:23]=CC(S(O)(=O)=O)=C[CH:19]=1.CC(C)=O. (2) Given the product [Cl:1][C:2]1[N:3]([CH2:10][C@@:11]([CH3:14])([OH:12])[CH2:13][N:25]2[CH2:24][CH2:23][N:22]([C:19]3[CH:18]=[CH:17][C:16]([Cl:15])=[CH:21][CH:20]=3)[CH2:27][CH2:26]2)[CH:4]=[C:5]([N+:7]([O-:9])=[O:8])[N:6]=1, predict the reactants needed to synthesize it. The reactants are: [Cl:1][C:2]1[N:3]([CH2:10][C@:11]2([CH3:14])[CH2:13][O:12]2)[CH:4]=[C:5]([N+:7]([O-:9])=[O:8])[N:6]=1.[Cl:15][C:16]1[CH:21]=[CH:20][C:19]([N:22]2[CH2:27][CH2:26][NH:25][CH2:24][CH2:23]2)=[CH:18][CH:17]=1.CN(C=O)C. (3) Given the product [CH3:1][O:2][C:3]1[CH:8]=[CH:7][C:6]([C:9]2[CH:10]([C:16]3[CH:21]=[CH:20][N:19]=[CH:18][CH:17]=3)[CH2:11][C:12](=[O:13])[NH:24][N:25]=2)=[CH:5][CH:4]=1, predict the reactants needed to synthesize it. The reactants are: [CH3:1][O:2][C:3]1[CH:8]=[CH:7][C:6]([C:9](=O)[CH:10]([C:16]2[CH:21]=[CH:20][N:19]=[CH:18][CH:17]=2)[CH2:11][C:12](OC)=[O:13])=[CH:5][CH:4]=1.O.[NH2:24][NH2:25].[K+].[Br-]. (4) Given the product [CH3:9][C:10]1[C:15]([CH3:16])=[CH:14][CH:13]=[CH:12][C:11]=1[NH:17][C:18]1[NH:7][CH2:6][CH2:5][N:8]=1, predict the reactants needed to synthesize it. The reactants are: C[Al](C)C.[CH2:5]([NH2:8])[CH2:6][NH2:7].[CH3:9][C:10]1[C:15]([CH3:16])=[CH:14][CH:13]=[CH:12][C:11]=1[NH:17][CH:18](C)C(OCC)=O.